Dataset: Full USPTO retrosynthesis dataset with 1.9M reactions from patents (1976-2016). Task: Predict the reactants needed to synthesize the given product. (1) Given the product [CH:13]1([CH2:12][O:11][C:8]2[CH:9]=[CH:10][C:5]([C:3]([OH:4])=[O:2])=[N:6][CH:7]=2)[CH2:14][CH2:15]1, predict the reactants needed to synthesize it. The reactants are: C[O:2][C:3]([C:5]1[CH:10]=[CH:9][C:8]([O:11][CH2:12][CH:13]2[CH2:15][CH2:14]2)=[CH:7][N:6]=1)=[O:4].[OH-].[Li+]. (2) Given the product [Br:13][C:14]1[CH:19]=[CH:18][C:17]([F:20])=[C:16]([C:23](=[O:24])[CH:22]([F:28])[F:21])[CH:15]=1, predict the reactants needed to synthesize it. The reactants are: C(NC(C)C)(C)C.C([Li])CCC.[Br:13][C:14]1[CH:19]=[CH:18][C:17]([F:20])=[CH:16][CH:15]=1.[F:21][CH:22]([F:28])[C:23](OCC)=[O:24]. (3) Given the product [Cl:14][C:12]1[N:11]=[C:10]2[C:6]([N:7]=[CH:8][N:9]2[CH:15]2[CH2:19][CH2:18][CH2:17][CH2:16]2)=[C:5]([NH:4][CH2:3][CH2:2][NH:1][C:34](=[O:35])[C:33]2[CH:37]=[CH:38][C:39]([Cl:40])=[C:31]([Cl:30])[CH:32]=2)[N:13]=1, predict the reactants needed to synthesize it. The reactants are: [NH2:1][CH2:2][CH2:3][NH:4][C:5]1[N:13]=[C:12]([Cl:14])[N:11]=[C:10]2[C:6]=1[N:7]=[CH:8][N:9]2[CH:15]1[CH2:19][CH2:18][CH2:17][CH2:16]1.C(Cl)Cl.C(N(CC)CC)C.[Cl:30][C:31]1[CH:32]=[C:33]([CH:37]=[CH:38][C:39]=1[Cl:40])[C:34](Cl)=[O:35]. (4) Given the product [CH3:35][N:36]([CH3:50])[C:37]([C:39]1([C:44]2[CH:49]=[CH:48][CH:47]=[CH:46][CH:45]=2)[CH2:43][CH2:42][N:41]([C:12]([C:8]2[CH:9]=[N:10][O:11][C:7]=2[C:1]2[CH:2]=[CH:3][CH:4]=[CH:5][CH:6]=2)=[O:14])[CH2:40]1)=[O:38], predict the reactants needed to synthesize it. The reactants are: [C:1]1([C:7]2[O:11][N:10]=[CH:9][C:8]=2[C:12]([OH:14])=O)[CH:6]=[CH:5][CH:4]=[CH:3][CH:2]=1.Cl.C(N=C=NCCCN(C)C)C.C(N(CC)CC)C.Cl.[CH3:35][N:36]([CH3:50])[C:37]([C:39]1([C:44]2[CH:49]=[CH:48][CH:47]=[CH:46][CH:45]=2)[CH2:43][CH2:42][NH:41][CH2:40]1)=[O:38]. (5) Given the product [CH2:1]([N:8]1[CH2:9][CH:10]2[CH2:11][N:12]([C:22]([C:21]3[CH:25]=[CH:26][C:18]([O:17][CH3:16])=[CH:19][C:20]=3[N:27]3[N:31]=[CH:30][CH:29]=[N:28]3)=[O:23])[CH2:13][CH:14]2[CH2:15]1)[C:2]1[CH:7]=[CH:6][CH:5]=[CH:4][CH:3]=1, predict the reactants needed to synthesize it. The reactants are: [CH2:1]([N:8]1[CH2:15][CH:14]2[CH:10]([CH2:11][NH:12][CH2:13]2)[CH2:9]1)[C:2]1[CH:7]=[CH:6][CH:5]=[CH:4][CH:3]=1.[CH3:16][O:17][C:18]1[CH:26]=[CH:25][C:21]([C:22](O)=[O:23])=[C:20]([N:27]2[N:31]=[CH:30][CH:29]=[N:28]2)[CH:19]=1.CN(C(ON1N=NC2C=CC=NC1=2)=[N+](C)C)C.F[P-](F)(F)(F)(F)F. (6) Given the product [Br:1][C:2]1[CH:7]=[CH:6][C:5]([CH2:8][O:15][CH2:14][C@@H:13]([CH3:16])[CH2:12][O:11][CH3:10])=[CH:4][CH:3]=1, predict the reactants needed to synthesize it. The reactants are: [Br:1][C:2]1[CH:7]=[CH:6][C:5]([CH2:8]Cl)=[CH:4][CH:3]=1.[CH3:10][O:11][CH2:12][C@H:13]([CH3:16])[CH2:14][OH:15]. (7) Given the product [NH2:17][C:18]1[N:23]=[CH:22][N:21]=[C:20]([C:24]([NH:14][CH:12]([C:9]2[CH:10]=[N:11][C:6]([O:5][CH2:4][C:3]([F:2])([F:15])[F:16])=[CH:7][CH:8]=2)[CH3:13])=[O:25])[CH:19]=1, predict the reactants needed to synthesize it. The reactants are: Cl.[F:2][C:3]([F:16])([F:15])[CH2:4][O:5][C:6]1[N:11]=[CH:10][C:9]([CH:12]([NH2:14])[CH3:13])=[CH:8][CH:7]=1.[NH2:17][C:18]1[N:23]=[CH:22][N:21]=[C:20]([C:24](O)=[O:25])[CH:19]=1. (8) Given the product [Si:1]([O:8][CH2:9][C:10]1([CH3:18])[S:16][CH2:15][CH2:14][N:13]=[C:12]([S:17][CH3:21])[CH2:11]1)([C:4]([CH3:7])([CH3:5])[CH3:6])([CH3:3])[CH3:2], predict the reactants needed to synthesize it. The reactants are: [Si:1]([O:8][CH2:9][C:10]1([CH3:18])[S:16][CH2:15][CH2:14][NH:13][C:12](=[S:17])[CH2:11]1)([C:4]([CH3:7])([CH3:6])[CH3:5])([CH3:3])[CH3:2].[OH-].[K+].[CH3:21]I.